Predict the reaction yield, written as a fraction of the theoretical maximum amount of product (1.0 means a 100% yield; for example, 0.34 means a 34% yield). From a dataset of Reaction yield outcomes from USPTO patents with 853,638 reactions. (1) The reactants are [NH2:1][C:2]1[CH:7]=[C:6]([F:8])[CH:5]=[CH:4][C:3]=1[NH:9][C:10](=[O:18])[C:11]1[CH:16]=[CH:15][C:14](Cl)=[N:13][CH:12]=1.[CH2:19]([NH2:23])[CH2:20][CH2:21][NH2:22]. No catalyst specified. The product is [NH2:1][C:2]1[CH:7]=[C:6]([F:8])[CH:5]=[CH:4][C:3]=1[NH:9][C:10](=[O:18])[C:11]1[CH:16]=[CH:15][C:14]([NH:22][CH2:21][CH2:20][CH2:19][NH2:23])=[N:13][CH:12]=1. The yield is 0.520. (2) The catalyst is C(O)C. The yield is 1.00. The reactants are [CH3:1][N:2]([CH3:9])[CH2:3][CH2:4][C:5](OC)=[O:6].[NH2:10][NH2:11]. The product is [NH2:10][NH:11][C:5](=[O:6])[CH2:4][CH2:3][N:2]([CH3:9])[CH3:1]. (3) The reactants are [Cl:1][C:2]1[C:7]([OH:8])=[C:6]([C:9]#[C:10][Si:11]([CH3:14])([CH3:13])[CH3:12])[CH:5]=[C:4]([CH2:15][OH:16])[N:3]=1. The catalyst is CCO. The product is [Cl:1][C:2]1[N:3]=[C:4]([CH2:15][OH:16])[CH:5]=[C:6]2[CH:9]=[C:10]([Si:11]([CH3:12])([CH3:14])[CH3:13])[O:8][C:7]=12. The yield is 0.460. (4) The reactants are [C:1]([O:5][C:6](=[O:27])[NH:7][C@H:8]([C:10](=O)[NH:11][C:12]1[C:17]([NH:18][C:19]2[CH:24]=[CH:23][CH:22]=[CH:21][CH:20]=2)=[CH:16][CH:15]=[CH:14][C:13]=1[Cl:25])[CH3:9])([CH3:4])([CH3:3])[CH3:2]. The catalyst is CC(O)=O. The product is [C:1]([O:5][C:6](=[O:27])[NH:7][C@H:8]([C:10]1[N:18]([C:19]2[CH:24]=[CH:23][CH:22]=[CH:21][CH:20]=2)[C:17]2[CH:16]=[CH:15][CH:14]=[C:13]([Cl:25])[C:12]=2[N:11]=1)[CH3:9])([CH3:4])([CH3:3])[CH3:2]. The yield is 0.930. (5) The reactants are [CH2:1]([N:3]([CH2:37][CH3:38])[CH2:4][CH2:5][CH2:6][NH:7][C:8]1[N:9]=[C:10]([C:27]2[C:28]([CH3:36])=[C:29]([CH:33]=[CH:34][CH:35]=2)[C:30](O)=[O:31])[C:11]2[CH:17]=[CH:16][C:15](=[O:18])[N:14]([C:19]3[C:24]([F:25])=[CH:23][CH:22]=[CH:21][C:20]=3[F:26])[C:12]=2[N:13]=1)[CH3:2].CN(C(O[N:47]1N=N[C:49]2[CH:50]=[CH:51][CH:52]=[CH:53][C:48]1=2)=[N+](C)C)C.F[P-](F)(F)(F)(F)F.C(N(CC)CC)C.NC1C=CC=CC=1. The catalyst is CN(C=O)C. The yield is 0.600. The product is [CH2:37]([N:3]([CH2:1][CH3:2])[CH2:4][CH2:5][CH2:6][NH:7][C:8]1[N:9]=[C:10]([C:27]2[C:28]([CH3:36])=[C:29]([CH:33]=[CH:34][CH:35]=2)[C:30]([NH:47][C:48]2[CH:53]=[CH:52][CH:51]=[CH:50][CH:49]=2)=[O:31])[C:11]2[CH:17]=[CH:16][C:15](=[O:18])[N:14]([C:19]3[C:24]([F:25])=[CH:23][CH:22]=[CH:21][C:20]=3[F:26])[C:12]=2[N:13]=1)[CH3:38]. (6) The reactants are [OH:1][C:2]1[C:3]([C:19](=[N:21][NH:22][C:23]([C:25]2[CH:34]=[CH:33][C:28]([C:29]([O:31]C)=[O:30])=[CH:27][CH:26]=2)=[O:24])[CH3:20])=[N:4][N:5]([CH3:18])[C:6]=1[C:7]1[CH:12]=[CH:11][C:10]([CH2:13][CH2:14][CH2:15][CH2:16][CH3:17])=[CH:9][CH:8]=1.CO.[OH-].[Na+].Cl. The catalyst is O. The product is [OH:1][C:2]1[C:3]([C:19](=[N:21][NH:22][C:23]([C:25]2[CH:26]=[CH:27][C:28]([C:29]([OH:31])=[O:30])=[CH:33][CH:34]=2)=[O:24])[CH3:20])=[N:4][N:5]([CH3:18])[C:6]=1[C:7]1[CH:8]=[CH:9][C:10]([CH2:13][CH2:14][CH2:15][CH2:16][CH3:17])=[CH:11][CH:12]=1. The yield is 0.740.